Regression/Classification. Given a drug SMILES string, predict its absorption, distribution, metabolism, or excretion properties. Task type varies by dataset: regression for continuous measurements (e.g., permeability, clearance, half-life) or binary classification for categorical outcomes (e.g., BBB penetration, CYP inhibition). Dataset: cyp2c19_veith. From a dataset of CYP2C19 inhibition data for predicting drug metabolism from PubChem BioAssay. The compound is O=C(O)c1ccc(NS(=O)(=O)Cc2ccccc2)cc1. The result is 0 (non-inhibitor).